Dataset: Full USPTO retrosynthesis dataset with 1.9M reactions from patents (1976-2016). Task: Predict the reactants needed to synthesize the given product. Given the product [F:1][C:2]1[C:3]([NH:12][C:13]2[CH:18]=[CH:17][C:16]([I:19])=[CH:15][C:14]=2[F:20])=[C:4]([C:5]([N:21]2[CH2:22][CH:23]([N:25]([CH3:38])[CH2:29][CH2:28][C:27]3[CH:26]=[CH:35][CH:34]=[CH:32][N:30]=3)[CH2:24]2)=[O:7])[CH:8]=[CH:9][C:10]=1[F:11], predict the reactants needed to synthesize it. The reactants are: [F:1][C:2]1[C:3]([NH:12][C:13]2[CH:18]=[CH:17][C:16]([I:19])=[CH:15][C:14]=2[F:20])=[C:4]([CH:8]=[CH:9][C:10]=1[F:11])[C:5]([OH:7])=O.[NH:21]1[CH2:24][CH:23]([N:25]2[CH2:29][CH2:28][CH:27]([N:30]([CH3:32])C)[CH2:26]2)[CH2:22]1.N1C[CH2:35][CH2:34]1.O=[C:38]1CN(C(OC(C)(C)C)=O)C1.